From a dataset of Forward reaction prediction with 1.9M reactions from USPTO patents (1976-2016). Predict the product of the given reaction. Given the reactants C(NC(C)C)(C)C.[Li]CCCC.[Cl:13][C:14]1[CH:19]=[CH:18][C:17]([CH:20]([O:23][Si](C)(C)C)C#N)=[C:16]([F:28])[CH:15]=1.[C:29]([N:32]1[CH2:37][CH2:36][C:35](=[O:38])[CH2:34][CH2:33]1)(=[O:31])[CH3:30], predict the reaction product. The product is: [Cl:13][C:14]1[CH:19]=[CH:18][C:17]([C:20]([C:35]2([OH:38])[CH2:36][CH2:37][N:32]([C:29](=[O:31])[CH3:30])[CH2:33][CH2:34]2)=[O:23])=[C:16]([F:28])[CH:15]=1.